This data is from Forward reaction prediction with 1.9M reactions from USPTO patents (1976-2016). The task is: Predict the product of the given reaction. (1) Given the reactants Cl.[NH2:2][C@H:3]([C:5]1[C:6](=[O:16])[NH:7][C:8]2[C:13]([CH:14]=1)=[CH:12][C:11]([Cl:15])=[CH:10][CH:9]=2)[CH3:4].F[C:18]1[CH:23]=[C:22]([I:24])[CH:21]=[CH:20][N:19]=1.CS(C)=O.CCN(C(C)C)C(C)C, predict the reaction product. The product is: [Cl:15][C:11]1[CH:12]=[C:13]2[C:8](=[CH:9][CH:10]=1)[NH:7][C:6](=[O:16])[C:5]([C@@H:3]([NH:2][C:18]1[CH:23]=[C:22]([I:24])[CH:21]=[CH:20][N:19]=1)[CH3:4])=[CH:14]2. (2) Given the reactants Cl[C:2]1[CH:11]=[CH:10][N:9]=[C:8]2[C:3]=1[C:4]1[CH:16]=[CH:15][CH:14]=[CH:13][C:5]=1[C:6](=[O:12])[NH:7]2.N[C:18]1[CH:19]=[C:20]([OH:24])[CH:21]=[CH:22][CH:23]=1.C(=O)([O-])[O-].[K+].[K+].[CH3:31][N:32](C=O)C, predict the reaction product. The product is: [C:31]([C:23]1[CH:22]=[CH:21][C:20]([O:24][C:2]2[CH:11]=[CH:10][N:9]=[C:8]3[C:3]=2[C:4]2[CH:16]=[CH:15][CH:14]=[CH:13][C:5]=2[C:6](=[O:12])[NH:7]3)=[CH:19][CH:18]=1)#[N:32]. (3) Given the reactants [OH-].[Na+].C([O:5][C:6]([C:8]1[CH:12]=[C:11]([N:13]2[CH:17]=[CH:16][C:15]([C:18](=[O:20])[NH2:19])=[CH:14]2)[N:10]([C:21]2[CH:22]=[N:23][C:24]([O:27][CH3:28])=[CH:25][CH:26]=2)[N:9]=1)=[O:7])C.O1CCCC1.Cl, predict the reaction product. The product is: [C:18]([C:15]1[CH:16]=[CH:17][N:13]([C:11]2[N:10]([C:21]3[CH:22]=[N:23][C:24]([O:27][CH3:28])=[CH:25][CH:26]=3)[N:9]=[C:8]([C:6]([OH:7])=[O:5])[CH:12]=2)[CH:14]=1)(=[O:20])[NH2:19]. (4) Given the reactants [NH2:1][CH2:2][C:3]1[CH:8]=[CH:7][C:6]([CH2:9][C:10]#[N:11])=[CH:5][CH:4]=1.C1(N)CCC1.Cl[C:18]1[N:26]=[C:25]([NH:27][C:28]2[CH:29]=[C:30]([NH:34][S:35]([C:38]3[CH:43]=[CH:42][C:41]([F:44])=[CH:40][CH:39]=3)(=[O:37])=[O:36])[CH:31]=[CH:32][CH:33]=2)[N:24]=[C:23]2[C:19]=1[N:20]=[CH:21][NH:22]2.ClC1N=C(NC2C=C(NS(C)(=O)=O)C=CC=2)N=C2C=1N=CN2, predict the reaction product. The product is: [C:10]([CH2:9][C:6]1[CH:7]=[CH:8][C:3]([CH2:2][NH:1][C:18]2[N:26]=[C:25]([NH:27][C:28]3[CH:29]=[C:30]([NH:34][S:35]([C:38]4[CH:43]=[CH:42][C:41]([F:44])=[CH:40][CH:39]=4)(=[O:37])=[O:36])[CH:31]=[CH:32][CH:33]=3)[N:24]=[C:23]3[C:19]=2[N:20]=[CH:21][NH:22]3)=[CH:4][CH:5]=1)#[N:11]. (5) Given the reactants [CH3:1][C@H:2]1[NH:27][C:25](=[O:26])[C@@H:24]([NH2:28])[CH2:23][NH:22][C:20](=[O:21])[C@H:19]([C@@H:29]2[NH:34][CH:33]([NH2:35])[N:32]=[CH:31][CH2:30]2)[NH:18][C:16](=[O:17])/[C:10](=[CH:11]/[NH:12][C:13]([NH2:15])=[O:14])/[NH:9][C:7](=[O:8])[C@@H:6]([CH2:36][NH2:37])[NH:5][C:3]1=[O:4].O, predict the reaction product. The product is: [CH3:1][C@@H:2]1[NH:27][C:25](=[O:26])[C@@H:24]([NH2:28])[CH2:23][NH:22][C:20](=[O:21])[C@H:19]([C@@H:29]2[NH:34][C:33]([NH2:35])=[N:32][CH2:31][CH2:30]2)[NH:18][C:16](=[O:17])/[C:10](=[CH:11]/[NH:12][C:13]([NH2:15])=[O:14])/[NH:9][C:7](=[O:8])[C@H:6]([CH2:36][NH2:37])[NH:5][C:3]1=[O:4]. (6) Given the reactants [F:1][C:2]([F:20])([F:19])[C:3](=O)[CH2:4][C:5]([C:7]1[CH:17]=[CH:16][C:10]2[O:11][CH2:12][C:13](=[O:15])[NH:14][C:9]=2[CH:8]=1)=O.Cl.[Cl:22][C:23]1[CH:28]=[CH:27][CH:26]=[C:25]([Cl:29])[C:24]=1[NH:30][NH2:31], predict the reaction product. The product is: [Cl:22][C:23]1[CH:28]=[CH:27][CH:26]=[C:25]([Cl:29])[C:24]=1[N:30]1[C:5]([C:7]2[CH:17]=[CH:16][C:10]3[O:11][CH2:12][C:13](=[O:15])[NH:14][C:9]=3[CH:8]=2)=[CH:4][C:3]([C:2]([F:20])([F:19])[F:1])=[N:31]1.